From a dataset of Forward reaction prediction with 1.9M reactions from USPTO patents (1976-2016). Predict the product of the given reaction. Given the reactants [C:1]([O:5][C:6](=[O:23])[NH:7][C:8]1[S:9][CH:10]=[CH:11][C@:12]([C:15]2[CH:20]=[C:19]([Br:21])[CH:18]=[CH:17][C:16]=2[F:22])([CH3:14])[N:13]=1)([CH3:4])([CH3:3])[CH3:2].C(=O)([O-])[O-].[K+].[K+].[CH3:30][O:31][C:32]1[CH:39]=[CH:38][C:35]([CH2:36]Cl)=[CH:34][CH:33]=1, predict the reaction product. The product is: [C:1]([O:5][C:6](=[O:23])[N:7]([C:8]1[S:9][CH:10]=[CH:11][C@:12]([C:15]2[CH:20]=[C:19]([Br:21])[CH:18]=[CH:17][C:16]=2[F:22])([CH3:14])[N:13]=1)[CH2:36][C:35]1[CH:38]=[CH:39][C:32]([O:31][CH3:30])=[CH:33][CH:34]=1)([CH3:2])([CH3:3])[CH3:4].